From a dataset of Reaction yield outcomes from USPTO patents with 853,638 reactions. Predict the reaction yield, written as a fraction of the theoretical maximum amount of product (1.0 means a 100% yield; for example, 0.34 means a 34% yield). (1) The reactants are [H-].[Na+].[NH2:3][C:4]1[N:9]=[C:8]([CH2:10][C:11]2[C:16]([Cl:17])=[CH:15][CH:14]=[CH:13][C:12]=2[Cl:18])[N:7]=[C:6]([NH:19][C:20]2[CH:27]=[CH:26][C:23]([C:24]#[N:25])=[CH:22][CH:21]=2)[N:5]=1.C[O:29][C:30](=[O:33])[CH2:31]Cl.[CH3:34]N(C=O)C. No catalyst specified. The product is [CH3:34][CH:31]([C:30]([OH:29])=[O:33])[N:19]([C:20]1[CH:21]=[CH:22][C:23]([C:24]#[N:25])=[CH:26][CH:27]=1)[C:6]1[N:5]=[C:4]([NH2:3])[N:9]=[C:8]([CH2:10][C:11]2[C:16]([Cl:17])=[CH:15][CH:14]=[CH:13][C:12]=2[Cl:18])[N:7]=1. The yield is 0.194. (2) The reactants are [NH2:1][C:2]1[CH:10]=[C:9]([O:11][CH3:12])[C:8]([O:13][CH3:14])=[CH:7][C:3]=1[C:4]([NH2:6])=[O:5].[CH:15]([C:17]1[CH:27]=[C:26]([CH3:28])[C:20]([O:21][CH2:22][C:23]([NH2:25])=[O:24])=[C:19]([CH3:29])[CH:18]=1)=O.S([O-])(O)=O.[Na+].C1(C)C=CC(S(O)(=O)=O)=CC=1. The product is [CH3:14][O:13][C:8]1[CH:7]=[C:3]2[C:2](=[CH:10][C:9]=1[O:11][CH3:12])[N:1]=[C:15]([C:17]1[CH:27]=[C:26]([CH3:28])[C:20]([O:21][CH2:22][C:23]([NH2:25])=[O:24])=[C:19]([CH3:29])[CH:18]=1)[NH:6][C:4]2=[O:5]. The yield is 0.760. The catalyst is CN(C)C(=O)C.O. (3) The reactants are [NH2:1][C:2]1[C:11]([Cl:12])=[CH:10][C:9]([C:13]([NH:15][NH2:16])=[O:14])=[C:8]2[C:3]=1[CH2:4][CH2:5][CH2:6][O:7]2.C(N(CC)CC)C.[CH:24]1([N:27]2[CH2:32][CH2:31][CH:30]([C:33](Cl)=[O:34])[CH2:29][CH2:28]2)[CH2:26][CH2:25]1. The catalyst is ClCCl.O. The product is [CH:24]1([N:27]2[CH2:28][CH2:29][CH:30]([C:33]([NH:16][NH:15][C:13]([C:9]3[CH:10]=[C:11]([Cl:12])[C:2]([NH2:1])=[C:3]4[C:8]=3[O:7][CH2:6][CH2:5][CH2:4]4)=[O:14])=[O:34])[CH2:31][CH2:32]2)[CH2:26][CH2:25]1. The yield is 0.810. (4) The reactants are Cl[C:2]1[N:7]2[N:8]=[C:9]([CH:11]([CH3:13])[CH3:12])[N:10]=[C:6]2[N:5]=[C:4]([CH3:14])[C:3]=1[CH:15]([CH2:20][CH2:21][CH3:22])[C:16]([O:18][CH3:19])=[O:17].[C:23]1([CH3:32])[CH:28]=[CH:27][C:26](B(O)O)=[CH:25][CH:24]=1.C(N(C(C)C)CC)(C)C.Cl. The catalyst is O.COCCOC. The product is [CH:11]([C:9]1[N:10]=[C:6]2[N:5]=[C:4]([CH3:14])[C:3]([CH:15]([CH2:20][CH2:21][CH3:22])[C:16]([O:18][CH3:19])=[O:17])=[C:2]([C:26]3[CH:27]=[CH:28][C:23]([CH3:32])=[CH:24][CH:25]=3)[N:7]2[N:8]=1)([CH3:13])[CH3:12]. The yield is 0.720. (5) The reactants are [F:1][C:2]1[CH:3]=[C:4]([CH:10]([CH2:23][CH:24]2[CH2:29][CH2:28][O:27][CH2:26][CH2:25]2)[C:11](=O)[CH2:12][CH2:13][C:14]([C:16]2[CH:21]=[CH:20][CH:19]=[CH:18][N:17]=2)=O)[CH:5]=[CH:6][C:7]=1[S:8][CH3:9].C([O-])(=O)C.[NH4+:34].C(=O)([O-])O.[Na+]. The catalyst is C(O)(=O)C.C(OCC)(=O)C. The product is [F:1][C:2]1[CH:3]=[C:4]([CH:10]([C:11]2[NH:34][C:14]([C:16]3[CH:21]=[CH:20][CH:19]=[CH:18][N:17]=3)=[CH:13][CH:12]=2)[CH2:23][CH:24]2[CH2:29][CH2:28][O:27][CH2:26][CH2:25]2)[CH:5]=[CH:6][C:7]=1[S:8][CH3:9]. The yield is 0.810. (6) The reactants are [Cl:1][C:2]1[CH:3]=[C:4]([C:8]2[CH:9]=[CH:10][CH:11]=[C:12]([CH:19]=2)C(N(OC)C)=O)[CH:5]=[CH:6][CH:7]=1.C[Li].[Cl-].[NH4+:23].C([O:27][CH2:28][CH3:29])(=O)C. The catalyst is C1COCC1.CCOCC. The product is [NH2:23][C:11]1[CH:10]=[CH:9][C:8]([C:4]2[CH:5]=[CH:6][CH:7]=[C:2]([Cl:1])[CH:3]=2)=[CH:19][C:12]=1[C:28](=[O:27])[CH3:29]. The yield is 0.470. (7) The reactants are [Cl:1][C:2]1[CH:3]=[C:4]([NH:8][C:9]2[N:14]=[C:13]([C:15]3[CH:20]=[CH:19][N:18]=[C:17](Cl)[CH:16]=3)[CH:12]=[CH:11][N:10]=2)[CH:5]=[CH:6][CH:7]=1.[NH2:22][CH2:23][CH2:24][CH2:25][N:26]1[CH2:32][CH2:31][CH2:30][CH2:29][CH2:28][C:27]1=[O:33].N12CCCN=C1CCCCC2.Cl.CN(C)[CH:48]=[O:49]. The catalyst is [C-]#[O+].[C-]#[O+].[C-]#[O+].[C-]#[O+].[C-]#[O+].[C-]#[O+].[Mo].C1C=CC([P]([Pd]([P](C2C=CC=CC=2)(C2C=CC=CC=2)C2C=CC=CC=2)([P](C2C=CC=CC=2)(C2C=CC=CC=2)C2C=CC=CC=2)[P](C2C=CC=CC=2)(C2C=CC=CC=2)C2C=CC=CC=2)(C2C=CC=CC=2)C2C=CC=CC=2)=CC=1. The product is [Cl:1][C:2]1[CH:3]=[C:4]([NH:8][C:9]2[N:14]=[C:13]([C:15]3[CH:20]=[CH:19][N:18]=[C:17]([C:48]([NH:22][CH2:23][CH2:24][CH2:25][N:26]4[CH2:32][CH2:31][CH2:30][CH2:29][CH2:28][C:27]4=[O:33])=[O:49])[CH:16]=3)[CH:12]=[CH:11][N:10]=2)[CH:5]=[CH:6][CH:7]=1. The yield is 0.460. (8) The reactants are C1C(C(CBr)=[O:8])=CC=C(Br)C=1.[Cl:12][C:13]1[CH:14]=[C:15]([NH:20][C:21]2[C:22]3[CH:29]=[CH:28][N:27]([CH3:30])[C:23]=3[N:24]=[CH:25][N:26]=2)[CH:16]=[CH:17][C:18]=1[F:19]. The catalyst is C(O)(C)(C)C.C(O)(=O)C.[Zn]. The product is [Cl:12][C:13]1[CH:14]=[C:15]([NH:20][C:21]2[C:22]3[CH2:29][C:28](=[O:8])[N:27]([CH3:30])[C:23]=3[N:24]=[CH:25][N:26]=2)[CH:16]=[CH:17][C:18]=1[F:19]. The yield is 0.980. (9) The reactants are [Cl:1][C:2]1[N:7]=[N:6][C:5]([NH:8][CH3:9])=[C:4]([NH:10][C:11]([C:13]2[C:18]([S:19][CH2:20][CH3:21])=[CH:17][C:16]([C:22]([F:25])([F:24])[F:23])=[CH:15][N:14]=2)=O)[CH:3]=1.O.C1(C)C=CC(S(O)(=O)=O)=CC=1. The catalyst is CN(C=O)C.C1(C)C=CC=CC=1. The product is [Cl:1][C:2]1[N:7]=[N:6][C:5]2[N:8]([CH3:9])[C:11]([C:13]3[C:18]([S:19][CH2:20][CH3:21])=[CH:17][C:16]([C:22]([F:25])([F:24])[F:23])=[CH:15][N:14]=3)=[N:10][C:4]=2[CH:3]=1. The yield is 0.720. (10) The reactants are [CH2:1]([N:5]([CH2:47][CH2:48][CH2:49][CH3:50])[C:6]([C:8]1[N:9]=[C:10]([C:19]2[CH:34]=[CH:33][C:22]([C:23]([O:25]CC3C=CC=CC=3)=[O:24])=[CH:21][C:20]=2[C:35]([N:37]2[CH2:46][CH2:45][C:44]3[C:39](=[CH:40][CH:41]=[CH:42][CH:43]=3)[CH2:38]2)=[O:36])[N:11]([CH2:13][C:14]([O:16][CH2:17][CH3:18])=[O:15])[CH:12]=1)=[O:7])[CH2:2][CH2:3][CH3:4]. The catalyst is CO.[Pd]. The yield is 0.880. The product is [CH2:47]([N:5]([CH2:1][CH2:2][CH2:3][CH3:4])[C:6]([C:8]1[N:9]=[C:10]([C:19]2[CH:34]=[CH:33][C:22]([C:23]([OH:25])=[O:24])=[CH:21][C:20]=2[C:35]([N:37]2[CH2:46][CH2:45][C:44]3[C:39](=[CH:40][CH:41]=[CH:42][CH:43]=3)[CH2:38]2)=[O:36])[N:11]([CH2:13][C:14]([O:16][CH2:17][CH3:18])=[O:15])[CH:12]=1)=[O:7])[CH2:48][CH2:49][CH3:50].